This data is from Reaction yield outcomes from USPTO patents with 853,638 reactions. The task is: Predict the reaction yield, written as a fraction of the theoretical maximum amount of product (1.0 means a 100% yield; for example, 0.34 means a 34% yield). (1) The reactants are [C:1]([C:3]1[CH:8]=[CH:7][C:6]([NH:9][C:10]2[N:32]=[C:13]3[CH:14]=[CH:15][CH:16]=[C:17]([NH:18][C@H:19]4[CH2:24][CH2:23][CH2:22][N:21](C(OC(C)(C)C)=O)[CH2:20]4)[N:12]3[N:11]=2)=[CH:5][CH:4]=1)#[N:2].BrC1N2N=C(NC3C=CC(C#N)=CC=3)N=C2C=CC=1.N[C@H]1CCCN(C(OC(C)(C)C)=[O:60])C1.C(=O)([O-])[O-].[Cs+].[Cs+].C1(P(C2C=CC=CC=2)C2C3OC4C(=CC=CC=4P(C4C=CC=CC=4)C4C=CC=CC=4)C(C)(C)C=3C=CC=2)C=CC=CC=1. The catalyst is O1CCOCC1.[Cl-].[Na+].O. The product is [NH:21]1[CH2:22][CH2:23][CH2:24][C@H:19]([NH:18][C:17]2[N:12]3[N:11]=[C:10]([NH:9][C:6]4[CH:7]=[CH:8][C:3]([C:1]([NH2:2])=[O:60])=[CH:4][CH:5]=4)[N:32]=[C:13]3[CH:14]=[CH:15][CH:16]=2)[CH2:20]1. The yield is 0.350. (2) The reactants are [CH3:1][S:2](Cl)(=[O:4])=[O:3].[F:6][C:7]([F:34])([F:33])[S:8]([O:11][C:12]1[C:13]([NH2:32])=[CH:14][C:15]2[O:19][C:18]([C:20]3[CH:25]=[CH:24][C:23]([F:26])=[CH:22][CH:21]=3)=[C:17]([C:27](=[O:30])[NH:28][CH3:29])[C:16]=2[CH:31]=1)(=[O:10])=[O:9].CCN(C(C)C)C(C)C. The catalyst is C(Cl)Cl.CCOC(C)=O. The product is [F:34][C:7]([F:6])([F:33])[S:8]([O:11][C:12]1[C:13]([N:32]([S:2]([CH3:1])(=[O:4])=[O:3])[S:2]([CH3:1])(=[O:4])=[O:3])=[CH:14][C:15]2[O:19][C:18]([C:20]3[CH:21]=[CH:22][C:23]([F:26])=[CH:24][CH:25]=3)=[C:17]([C:27](=[O:30])[NH:28][CH3:29])[C:16]=2[CH:31]=1)(=[O:10])=[O:9]. The yield is 0.820. (3) The reactants are C1(C)C=[CH:5][C:4]([S:7]([O-])(=O)=O)=CC=1.SCCOCCOCC[N+](C)(C)C.ClCC[O:28][CH2:29][CH2:30][O:31][CH2:32][CH2:33][OH:34].NC(N)=S.[OH-].[Na+].Cl. The catalyst is O. The product is [SH:7][CH2:4][CH2:5][O:28][CH2:29][CH2:30][O:31][CH2:32][CH2:33][OH:34]. The yield is 0.760.